From a dataset of Forward reaction prediction with 1.9M reactions from USPTO patents (1976-2016). Predict the product of the given reaction. Given the reactants [Cl:1][C:2]1[CH:7]=[CH:6][C:5]([N:8]2[C:16]([NH:17][C:18]3[CH:23]=[CH:22][CH:21]=[CH:20][CH:19]=3)=[C:15]3[C:10]([CH:11]=[CH:12][CH:13]=[CH:14]3)=[N:9]2)=[CH:4][CH:3]=1.[CH:24]1([N:30]=[C:31]=[O:32])[CH2:29][CH2:28][CH2:27][CH2:26][CH2:25]1, predict the reaction product. The product is: [Cl:1][C:2]1[CH:3]=[CH:4][C:5]([N:8]2[C:16]([N:17]([C:18]3[CH:19]=[CH:20][CH:21]=[CH:22][CH:23]=3)[C:31]([NH:30][CH:24]3[CH2:29][CH2:28][CH2:27][CH2:26][CH2:25]3)=[O:32])=[C:15]3[C:10]([CH:11]=[CH:12][CH:13]=[CH:14]3)=[N:9]2)=[CH:6][CH:7]=1.